This data is from Peptide-MHC class I binding affinity with 185,985 pairs from IEDB/IMGT. The task is: Regression. Given a peptide amino acid sequence and an MHC pseudo amino acid sequence, predict their binding affinity value. This is MHC class I binding data. (1) The peptide sequence is RVYVAQKRK. The MHC is HLA-A31:01 with pseudo-sequence HLA-A31:01. The binding affinity (normalized) is 0.571. (2) The peptide sequence is KRMMVRHCL. The MHC is HLA-B58:01 with pseudo-sequence HLA-B58:01. The binding affinity (normalized) is 0.0847. (3) The peptide sequence is TTYQRTRAL. The MHC is HLA-B40:01 with pseudo-sequence HLA-B40:01. The binding affinity (normalized) is 0. (4) The peptide sequence is LRYFIMAYV. The MHC is HLA-A68:02 with pseudo-sequence HLA-A68:02. The binding affinity (normalized) is 0.735. (5) The peptide sequence is YVKALTKNY. The MHC is HLA-A03:01 with pseudo-sequence HLA-A03:01. The binding affinity (normalized) is 0.318. (6) The peptide sequence is RTDNGGWAH. The MHC is HLA-B27:03 with pseudo-sequence HLA-B27:03. The binding affinity (normalized) is 0.0847. (7) The peptide sequence is FHGVAKNPV. The MHC is HLA-A29:02 with pseudo-sequence HLA-A29:02. The binding affinity (normalized) is 0.0847.